From a dataset of Full USPTO retrosynthesis dataset with 1.9M reactions from patents (1976-2016). Predict the reactants needed to synthesize the given product. (1) Given the product [Cl:1][C:2]1[CH:28]=[CH:27][C:5]2[N:6]=[C:7]([N:9]([CH3:31])[C@@H:10]3[CH2:14][CH2:13][N:12]([C:15]([C:17]4[C:18]([O:25][CH3:26])=[CH:19][CH:20]=[CH:21][C:22]=4[O:23][CH3:24])=[O:16])[CH2:11]3)[O:8][C:4]=2[CH:3]=1, predict the reactants needed to synthesize it. The reactants are: [Cl:1][C:2]1[CH:28]=[CH:27][C:5]2[N:6]=[C:7]([NH:9][CH:10]3[CH2:14][CH2:13][N:12]([C:15]([C:17]4[C:22]([O:23][CH3:24])=[CH:21][CH:20]=[CH:19][C:18]=4[O:25][CH3:26])=[O:16])[CH2:11]3)[O:8][C:4]=2[CH:3]=1.CI.[C:31]([O-])([O-])=O.[K+].[K+]. (2) Given the product [NH2:8][C:9]1[C:14]([C:15](=[O:16])[C:17]2[CH:22]=[C:21]([F:23])[CH:20]=[CH:19][C:18]=2[O:24][CH3:25])=[CH:13][N:12]=[C:11]([NH:26][CH:27]2[CH2:32][CH2:31][N:30]([C:3](=[O:5])[CH3:2])[CH2:29][CH2:28]2)[N:10]=1, predict the reactants needed to synthesize it. The reactants are: F[C:2](F)(F)[C:3]([OH:5])=O.[NH2:8][C:9]1[C:14]([C:15]([C:17]2[CH:22]=[C:21]([F:23])[CH:20]=[CH:19][C:18]=2[O:24][CH3:25])=[O:16])=[CH:13][N:12]=[C:11]([NH:26][CH:27]2[CH2:32][CH2:31][NH:30][CH2:29][CH2:28]2)[N:10]=1.C(Cl)(=O)C. (3) Given the product [CH2:1]([NH:5][C:6]1[S:7][C:8]([C:16]([OH:17])([C:18]([F:21])([F:20])[F:19])[C:15]([F:23])([F:22])[F:14])=[CH:9][N:10]=1)[CH2:2][CH2:3][CH3:4], predict the reactants needed to synthesize it. The reactants are: [CH2:1]([NH:5][C:6]1[S:7][CH:8]=[CH:9][N:10]=1)[CH2:2][CH2:3][CH3:4].O.O.O.[F:14][C:15]([F:23])([F:22])[C:16]([C:18]([F:21])([F:20])[F:19])=[O:17]. (4) Given the product [Br:1][C:2]1[N:19]([CH2:20][O:21][CH2:22][CH2:23][Si:24]([CH3:27])([CH3:25])[CH3:26])[C:5]2[CH:6]=[N:7][N:8]([CH2:11][O:12][CH2:13][CH2:14][Si:15]([CH3:18])([CH3:16])[CH3:17])[C:9](=[O:10])[C:4]=2[C:3]=1[CH:28]=[O:39], predict the reactants needed to synthesize it. The reactants are: [Br:1][C:2]1[N:19]([CH2:20][O:21][CH2:22][CH2:23][Si:24]([CH3:27])([CH3:26])[CH3:25])[C:5]2[CH:6]=[N:7][N:8]([CH2:11][O:12][CH2:13][CH2:14][Si:15]([CH3:18])([CH3:17])[CH3:16])[C:9](=[O:10])[C:4]=2[C:3]=1[CH2:28]Br.BrC1N(COCC[Si](C)(C)C)C2C=NNC(=[O:39])C=2C=1CBr. (5) Given the product [CH3:1][N:2]([CH3:16])[S:3]([CH2:6][CH2:7][C:8]1[CH:13]=[CH:12][C:11]([NH2:14])=[C:10]([C:27]2[CH2:28][CH2:29][C:24]([CH3:39])([CH3:23])[CH2:25][CH:26]=2)[CH:9]=1)(=[O:5])=[O:4], predict the reactants needed to synthesize it. The reactants are: [CH3:1][N:2]([CH3:16])[S:3]([CH2:6][CH2:7][C:8]1[CH:13]=[CH:12][C:11]([NH2:14])=[C:10](Br)[CH:9]=1)(=[O:5])=[O:4].C([O-])([O-])=O.[Na+].[Na+].[CH3:23][C:24]1([CH3:39])[CH2:29][CH2:28][C:27](B2OC(C)(C)C(C)(C)O2)=[CH:26][CH2:25]1. (6) Given the product [CH3:55][C:56]1([CH3:71])[CH2:61][NH:60][C:59]([C:62]2[CH:67]=[CH:66][C:65]([CH2:68][N:69]([CH3:70])[C:21]([C:18]3[CH:17]=[C:16]([CH2:15][N:13]([S:10]([C:6]4[C:7]([CH3:9])=[CH:8][C:3]([O:2][CH3:1])=[CH:4][C:5]=4[CH3:24])(=[O:11])=[O:12])[CH3:14])[O:20][CH:19]=3)=[O:22])=[CH:64][CH:63]=2)=[N:58][CH2:57]1, predict the reactants needed to synthesize it. The reactants are: [CH3:1][O:2][C:3]1[CH:8]=[C:7]([CH3:9])[C:6]([S:10]([N:13]([CH2:15][C:16]2[O:20][CH:19]=[C:18]([C:21](O)=[O:22])[CH:17]=2)[CH3:14])(=[O:12])=[O:11])=[C:5]([CH3:24])[CH:4]=1.CCN=C=NCCCN(C)C.C1C=NC2N(O)N=NC=2C=1.CCN(C(C)C)C(C)C.[CH3:55][C:56]1([CH3:71])[CH2:61][NH:60][C:59]([C:62]2[CH:67]=[CH:66][C:65]([CH2:68][NH:69][CH3:70])=[CH:64][CH:63]=2)=[N:58][CH2:57]1.